From a dataset of Full USPTO retrosynthesis dataset with 1.9M reactions from patents (1976-2016). Predict the reactants needed to synthesize the given product. (1) The reactants are: ClC1C=CC=CC=1C=O.[NH:10]1[CH:14]=[CH:13][N:12]=[C:11]1[CH:15]=O.[NH2:17][C:18]1[C:22]2[CH:23]=[C:24]([Br:27])[CH:25]=[CH:26][C:21]=2[O:20][C:19]=1[C:28]([NH2:30])=[O:29].NC1C2C=C(Cl)C=CC=2OC=1C(N)=O. Given the product [Br:27][C:24]1[CH:25]=[CH:26][C:21]2[O:20][C:19]3[C:28](=[O:29])[NH:30][C:15]([C:11]4[NH:10][CH:14]=[CH:13][N:12]=4)=[N:17][C:18]=3[C:22]=2[CH:23]=1, predict the reactants needed to synthesize it. (2) Given the product [Cl:47][C:48]1[CH:53]=[CH:52][C:51]([C:57]#[N:58])=[C:50]([C:10]2[C:11]([C:29]([O:31][CH2:32][C:33]3[CH:38]=[CH:37][CH:36]=[CH:35][CH:34]=3)=[O:30])=[CH:12][N:13]([CH:14]([CH2:27][CH3:28])[C:15](=[O:26])[NH:16][C:17]3[CH:22]=[CH:21][N:20]4[N:23]=[CH:24][CH:25]=[C:19]4[CH:18]=3)[C:8](=[O:7])[CH:9]=2)[CH:49]=1, predict the reactants needed to synthesize it. The reactants are: C(=O)([O-])[O-].[K+].[K+].[O:7]=[C:8]1[N:13]([CH:14]([CH2:27][CH3:28])[C:15](=[O:26])[NH:16][C:17]2[CH:22]=[CH:21][N:20]3[N:23]=[CH:24][CH:25]=[C:19]3[CH:18]=2)[CH:12]=[C:11]([C:29]([O:31][CH2:32][C:33]2[CH:38]=[CH:37][CH:36]=[CH:35][CH:34]=2)=[O:30])[C:10](OS(C(F)(F)F)(=O)=O)=[CH:9]1.[Cl:47][C:48]1[CH:49]=[CH:50][C:51]([C:57]#[N:58])=[C:52](B(O)O)[CH:53]=1. (3) Given the product [N+:16]([C:13]1[CH:14]=[CH:15][C:10]([N:8]2[CH:5]3[CH2:6][CH2:7][CH:2]2[CH2:3][CH2:4]3)=[CH:11][C:12]=1[C:19]([F:20])([F:21])[F:22])([O-:18])=[O:17], predict the reactants needed to synthesize it. The reactants are: Cl.[CH:2]12[NH:8][CH:5]([CH2:6][CH2:7]1)[CH2:4][CH2:3]2.F[C:10]1[CH:15]=[CH:14][C:13]([N+:16]([O-:18])=[O:17])=[C:12]([C:19]([F:22])([F:21])[F:20])[CH:11]=1.C(N(CC)CC)C. (4) The reactants are: [O:1]1[C:5]2[CH:6]=[CH:7][C:8]([CH2:10][N:11]([CH2:29][C:30]3[CH:38]=[CH:37][C:33]4[O:34][CH2:35][O:36][C:32]=4[CH:31]=3)[CH2:12][C:13]3[N:14]([CH2:25][CH2:26][CH2:27][CH3:28])[C:15](I)=[N:16][C:17]=3[C:18]3[CH:23]=[CH:22][CH:21]=[CH:20][CH:19]=3)=[CH:9][C:4]=2[O:3][CH2:2]1.C(=O)([O-])[O-].[Na+].[Na+].[CH3:45][C:46]1[CH:51]=[CH:50][CH:49]=[CH:48][C:47]=1B(O)O. Given the product [O:1]1[C:5]2[CH:6]=[CH:7][C:8]([CH2:10][N:11]([CH2:29][C:30]3[CH:38]=[CH:37][C:33]4[O:34][CH2:35][O:36][C:32]=4[CH:31]=3)[CH2:12][C:13]3[N:14]([CH2:25][CH2:26][CH2:27][CH3:28])[C:15]([C:47]4[CH:48]=[CH:49][CH:50]=[CH:51][C:46]=4[CH3:45])=[N:16][C:17]=3[C:18]3[CH:23]=[CH:22][CH:21]=[CH:20][CH:19]=3)=[CH:9][C:4]=2[O:3][CH2:2]1, predict the reactants needed to synthesize it. (5) Given the product [CH:11]1([CH2:17][CH2:18][C:2]2[CH:7]=[CH:6][C:5]([C:8](=[O:10])[CH3:9])=[CH:4][CH:3]=2)[CH2:16][CH2:15][CH2:14][CH2:13][CH2:12]1, predict the reactants needed to synthesize it. The reactants are: O[C:2]1[CH:7]=[CH:6][C:5]([C:8](=[O:10])[CH3:9])=[CH:4][CH:3]=1.[CH:11]1([CH2:17][CH2:18]O)[CH2:16][CH2:15][CH2:14][CH2:13][CH2:12]1. (6) Given the product [CH:27]1([CH2:26][O:25][C:22]2[N:23]=[CH:24][C:19]([C:2]3[O:1][C:5]4[CH:6]=[C:7]([O:10][CH2:11][C@@H:12]([NH:14][C:15](=[O:17])[CH3:16])[CH3:13])[CH:8]=[CH:9][C:4]=4[N:3]=3)=[CH:20][C:21]=2[F:30])[CH2:28][CH2:29]1, predict the reactants needed to synthesize it. The reactants are: [O:1]1[C:5]2[CH:6]=[C:7]([O:10][CH2:11][C@@H:12]([NH:14][C:15](=[O:17])[CH3:16])[CH3:13])[CH:8]=[CH:9][C:4]=2[N:3]=[CH:2]1.Br[C:19]1[CH:20]=[C:21]([F:30])[C:22]([O:25][CH2:26][CH:27]2[CH2:29][CH2:28]2)=[N:23][CH:24]=1. (7) Given the product [CH:20]1([CH2:19][N:8]2[C:5]3=[N:6][CH:7]=[C:2]([F:1])[CH:3]=[C:4]3[C:10]([I:11])=[N:9]2)[CH2:24][CH2:23][CH2:22][CH2:21]1, predict the reactants needed to synthesize it. The reactants are: [F:1][C:2]1[CH:3]=[C:4]2[C:10]([I:11])=[N:9][NH:8][C:5]2=[N:6][CH:7]=1.C(=O)([O-])[O-].[Cs+].[Cs+].I[CH2:19][CH:20]1[CH2:24][CH2:23][CH2:22][CH2:21]1. (8) Given the product [Cl:1][C:2]1[CH:3]=[CH:4][C:5]([C:8]2[C:17](=[O:18])[C:16]3[C:11](=[CH:12][CH:13]=[N:14][C:15]=3[NH:19][CH2:20][C:21]3[CH:22]=[CH:23][CH:24]=[CH:25][CH:26]=3)[N:10]([CH2:29][C:30]3[CH:35]=[CH:34][CH:33]=[CH:32][CH:31]=3)[CH:9]=2)=[CH:6][CH:7]=1, predict the reactants needed to synthesize it. The reactants are: [Cl:1][C:2]1[CH:7]=[CH:6][C:5]([C:8]2[C:17](=[O:18])[C:16]3[C:11](=[CH:12][CH:13]=[N:14][C:15]=3[NH:19][CH2:20][C:21]3[CH:26]=[CH:25][CH:24]=[CH:23][CH:22]=3)[NH:10][CH:9]=2)=[CH:4][CH:3]=1.IC.[CH2:29](Cl)[C:30]1[CH:35]=[CH:34][CH:33]=[CH:32][CH:31]=1. (9) Given the product [CH2:3]([O:5][C:6](=[O:10])[CH:7]([C:8]#[N:9])[C:12]1[CH:19]=[CH:18][C:15]([C:16]#[N:17])=[CH:14][C:13]=1[N+:20]([O-:22])=[O:21])[CH3:4], predict the reactants needed to synthesize it. The reactants are: [H-].[Na+].[CH2:3]([O:5][C:6](=[O:10])[CH2:7][C:8]#[N:9])[CH3:4].F[C:12]1[CH:19]=[CH:18][C:15]([C:16]#[N:17])=[CH:14][C:13]=1[N+:20]([O-:22])=[O:21].Cl.